Dataset: Rat liver microsome stability data. Task: Regression/Classification. Given a drug SMILES string, predict its absorption, distribution, metabolism, or excretion properties. Task type varies by dataset: regression for continuous measurements (e.g., permeability, clearance, half-life) or binary classification for categorical outcomes (e.g., BBB penetration, CYP inhibition). Dataset: rlm. (1) The result is 0 (unstable in rat liver microsomes). The molecule is CCCCCC[C@H]([C@H](C)O)n1cnc2c(N)ncnc21. (2) The drug is CSc1cc2c(s1)c1cnn(Cc3cccc(N)c3)c(=O)c1n2C. The result is 1 (stable in rat liver microsomes).